Dataset: Forward reaction prediction with 1.9M reactions from USPTO patents (1976-2016). Task: Predict the product of the given reaction. (1) Given the reactants [CH3:1][C:2]1([CH3:11])[CH2:7][CH2:6][CH:5]([CH:8]=O)[C:4](=O)[CH2:3]1.O.[NH2:13][NH2:14], predict the reaction product. The product is: [CH3:1][C:2]1([CH3:11])[CH2:3][C:4]2[NH:14][N:13]=[CH:8][C:5]=2[CH2:6][CH2:7]1. (2) The product is: [OH-:1].[Ta+5:2].[OH-:1].[OH-:1].[OH-:1].[OH-:1].[OH-:1].[Nb+5:9].[OH-:1].[OH-:1].[OH-:1].[OH-:1]. Given the reactants [O-2:1].[Ta+5:2].[O-2].[O-2].[O-2].[O-2].[Ta+5].[O-2].[Nb+5:9].[O-2].[O-2].[O-2].[O-2].[Nb+5].NN, predict the reaction product.